Predict the reactants needed to synthesize the given product. From a dataset of Full USPTO retrosynthesis dataset with 1.9M reactions from patents (1976-2016). Given the product [C:1]([N:8]1[CH2:9][CH2:10][CH:11]([CH2:14][NH:16][C:17]2[CH:32]=[CH:31][C:30]([Cl:33])=[CH:29][C:18]=2[C:19]([NH:21][C:22]2[CH:27]=[CH:26][C:25]([Cl:28])=[CH:24][N:23]=2)=[O:20])[CH2:12][CH2:13]1)([O:3][C:4]([CH3:5])([CH3:6])[CH3:7])=[O:2], predict the reactants needed to synthesize it. The reactants are: [C:1]([N:8]1[CH2:13][CH2:12][CH:11]([CH:14]=O)[CH2:10][CH2:9]1)([O:3][C:4]([CH3:7])([CH3:6])[CH3:5])=[O:2].[NH2:16][C:17]1[CH:32]=[CH:31][C:30]([Cl:33])=[CH:29][C:18]=1[C:19]([NH:21][C:22]1[CH:27]=[CH:26][C:25]([Cl:28])=[CH:24][N:23]=1)=[O:20].C1(C)C=CC(S([O-])(=O)=O)=CC=1.[NH+]1C=CC=CC=1.[B-][N+](C)(C)C.